This data is from Reaction yield outcomes from USPTO patents with 853,638 reactions. The task is: Predict the reaction yield, written as a fraction of the theoretical maximum amount of product (1.0 means a 100% yield; for example, 0.34 means a 34% yield). (1) The reactants are Br[C:2]1[CH:3]=[CH:4][C:5]([CH2:8][CH2:9][C:10]([CH3:19])([S:15]([CH3:18])(=[O:17])=[O:16])[C:11]([NH:13][OH:14])=[O:12])=[N:6][CH:7]=1.[C:20]1(B(O)O)[CH:25]=[CH:24][CH:23]=[CH:22][CH:21]=1. No catalyst specified. The product is [OH:14][NH:13][C:11](=[O:12])[C:10]([CH3:19])([S:15]([CH3:18])(=[O:17])=[O:16])[CH2:9][CH2:8][C:5]1[CH:4]=[CH:3][C:2]([C:20]2[CH:25]=[CH:24][CH:23]=[CH:22][CH:21]=2)=[CH:7][N:6]=1. The yield is 0.0100. (2) The reactants are [CH3:1][O:2][C:3]1[CH:11]=[CH:10][C:6]([C:7](O)=[O:8])=[C:5]([N+:12]([O-])=O)[CH:4]=1.ClC(OCC(C)C)=O. The catalyst is O1CCCC1. The product is [NH2:12][C:5]1[CH:4]=[C:3]([O:2][CH3:1])[CH:11]=[CH:10][C:6]=1[CH2:7][OH:8]. The yield is 0.240. (3) The reactants are [CH:1]1[C:10]2[C:5](=[CH:6][CH:7]=[CH:8][CH:9]=2)[CH:4]=[C:3]([C:11]([OH:13])=O)[N:2]=1.CN(C(ON1N=NC2C=CC=CC1=2)=[N+](C)C)C.F[P-](F)(F)(F)(F)F.[CH3:38][O:39][C:40]([C:42]1[C:50]2[N:49]=[C:48]([NH2:51])[NH:47][C:46]=2[CH:45]=[C:44]([C:52]2[CH:57]=[CH:56][N:55]=[CH:54][CH:53]=2)[CH:43]=1)=[O:41]. No catalyst specified. The product is [CH3:38][O:39][C:40]([C:42]1[C:50]2[NH:49][C:48]([NH:51][C:11]([C:3]3[N:2]=[CH:1][C:10]4[C:5]([CH:4]=3)=[CH:6][CH:7]=[CH:8][CH:9]=4)=[O:13])=[N:47][C:46]=2[CH:45]=[C:44]([C:52]2[CH:57]=[CH:56][N:55]=[CH:54][CH:53]=2)[CH:43]=1)=[O:41]. The yield is 0.750. (4) The reactants are [CH3:1][C:2]1[N:7]=[C:6]([NH:8][C:9]2[C:14]([CH3:15])=[CH:13][C:12]([CH3:16])=[CH:11][C:10]=2[CH3:17])[C:5]([S:18]([C:21]2[CH:26]=[CH:25][C:24](OS(C(F)(F)F)(=O)=O)=[CH:23][CH:22]=2)(=[O:20])=[O:19])=[CH:4][N:3]=1.[N:35]1[CH:40]=[CH:39][C:38](B(O)O)=[CH:37][CH:36]=1.C([O-])([O-])=O.[Na+].[Na+].C1C=CC(P(C2C=CC=CC=2)C2C=CC=CC=2)=CC=1.C([O-])(O)=O.[Na+]. The catalyst is Cl[Pd](Cl)([P](C1C=CC=CC=1)(C1C=CC=CC=1)C1C=CC=CC=1)[P](C1C=CC=CC=1)(C1C=CC=CC=1)C1C=CC=CC=1.COCCOC. The product is [CH3:1][C:2]1[N:7]=[C:6]([NH:8][C:9]2[C:14]([CH3:15])=[CH:13][C:12]([CH3:16])=[CH:11][C:10]=2[CH3:17])[C:5]([S:18]([C:21]2[CH:26]=[CH:25][C:24]([C:38]3[CH:39]=[CH:40][N:35]=[CH:36][CH:37]=3)=[CH:23][CH:22]=2)(=[O:20])=[O:19])=[CH:4][N:3]=1. The yield is 0.610. (5) The reactants are Cl[C:2]1[N:7]=[C:6]([O:8][CH3:9])[C:5]([N+:10]([O-:12])=[O:11])=[CH:4][CH:3]=1.[CH3:13][Si:14]([C:17]#[CH:18])([CH3:16])[CH3:15].C(N(CC)CC)C. The catalyst is CN(C=O)C.O.Cl[Pd](Cl)([P](C1C=CC=CC=1)(C1C=CC=CC=1)C1C=CC=CC=1)[P](C1C=CC=CC=1)(C1C=CC=CC=1)C1C=CC=CC=1.[Cu](I)I. The product is [CH3:9][O:8][C:6]1[C:5]([N+:10]([O-:12])=[O:11])=[CH:4][CH:3]=[C:2]([C:18]#[C:17][Si:14]([CH3:16])([CH3:15])[CH3:13])[N:7]=1. The yield is 0.500. (6) The reactants are Cl[CH2:2]/[CH:3]=[CH:4]/[B:5]1[O:9][C:8]([CH3:11])([CH3:10])[C:7]([CH3:13])([CH3:12])[O:6]1.[NH:14]1[CH2:19][CH2:18][CH2:17][CH:16]([NH:20][C:21](=[O:27])[O:22][C:23]([CH3:26])([CH3:25])[CH3:24])[CH2:15]1. The yield is 0.240. The product is [CH3:12][C:7]1([CH3:13])[C:8]([CH3:11])([CH3:10])[O:9][B:5](/[CH:4]=[CH:3]/[CH2:2][N:14]2[CH2:19][CH2:18][CH2:17][CH:16]([NH:20][C:21](=[O:27])[O:22][C:23]([CH3:25])([CH3:24])[CH3:26])[CH2:15]2)[O:6]1. No catalyst specified. (7) The reactants are [CH3:1][C:2]1[N:3]([C:8]2[CH:12]=[CH:11][N:10]([CH3:13])[N:9]=2)[C:4]([CH3:7])=[CH:5][CH:6]=1.C([Li])CCC.[I:19]I.Cl. The catalyst is O1CCCC1.ClCCl. The product is [CH3:7][C:4]1[N:3]([C:8]2[CH:12]=[C:11]([I:19])[N:10]([CH3:13])[N:9]=2)[C:2]([CH3:1])=[CH:6][CH:5]=1. The yield is 0.690.